From a dataset of Forward reaction prediction with 1.9M reactions from USPTO patents (1976-2016). Predict the product of the given reaction. (1) Given the reactants [F:1][C:2]1[CH:7]=[CH:6][C:5]([N:8]2[C:13]([C:14]([F:17])([F:16])[F:15])=[CH:12][CH:11]=[C:10]([C:18]#N)[C:9]2=[O:20])=[CH:4][CH:3]=1.[OH2:21].[OH-:22].[Na+], predict the reaction product. The product is: [F:1][C:2]1[CH:7]=[CH:6][C:5]([N:8]2[C:13]([C:14]([F:17])([F:16])[F:15])=[CH:12][CH:11]=[C:10]([C:18]([OH:22])=[O:21])[C:9]2=[O:20])=[CH:4][CH:3]=1. (2) Given the reactants [Si:1]([O:8][CH2:9][C:10]#[C:11][CH2:12][OH:13])([C:4]([CH3:7])([CH3:6])[CH3:5])([CH3:3])[CH3:2].C(N(CC)CC)C.[CH3:21][S:22](Cl)(=[O:24])=[O:23].O, predict the reaction product. The product is: [CH3:21][S:22]([O:13][CH2:12][C:11]#[C:10][CH2:9][O:8][Si:1]([C:4]([CH3:7])([CH3:6])[CH3:5])([CH3:3])[CH3:2])(=[O:24])=[O:23]. (3) Given the reactants C([O:3][C:4](=O)[CH2:5][O:6][C@H:7]1[CH2:12][CH2:11][C@H:10]([N:13]2[C:18](=[O:19])[C:17]([CH2:20][C:21]3[CH:26]=[CH:25][C:24]([C:27]4[CH:32]=[CH:31][CH:30]=[CH:29][C:28]=4[C:33]#[N:34])=[CH:23][CH:22]=3)=[C:16]([CH2:35][CH2:36][CH3:37])[N:15]3[N:38]=[CH:39][CH:40]=[C:14]23)[CH2:9][CH2:8]1)C.C(O)C.[BH4-].[Li+].[Cl-].[NH4+], predict the reaction product. The product is: [OH:3][CH2:4][CH2:5][O:6][C@H:7]1[CH2:12][CH2:11][C@H:10]([N:13]2[C:18](=[O:19])[C:17]([CH2:20][C:21]3[CH:26]=[CH:25][C:24]([C:27]4[C:28]([C:33]#[N:34])=[CH:29][CH:30]=[CH:31][CH:32]=4)=[CH:23][CH:22]=3)=[C:16]([CH2:35][CH2:36][CH3:37])[N:15]3[N:38]=[CH:39][CH:40]=[C:14]23)[CH2:9][CH2:8]1. (4) Given the reactants CO[C:3]([C:5]1[NH:6][N:7]=[C:8]([O:10][CH2:11][C:12]2[C:13]([C:18]3[CH:23]=[CH:22][CH:21]=[CH:20][N:19]=3)=[N:14][O:15][C:16]=2[CH3:17])[CH:9]=1)=[O:4].[NH2:24][CH:25]1[CH2:30][CH2:29][O:28][CH2:27][CH2:26]1, predict the reaction product. The product is: [O:28]1[CH2:29][CH2:30][CH:25]([NH:24][C:3]([C:5]2[CH:9]=[C:8]([O:10][CH2:11][C:12]3[C:13]([C:18]4[CH:23]=[CH:22][CH:21]=[CH:20][N:19]=4)=[N:14][O:15][C:16]=3[CH3:17])[NH:7][N:6]=2)=[O:4])[CH2:26][CH2:27]1. (5) Given the reactants C(O)(C(F)(F)F)=O.[Na].[CH3:9][O:10][C:11]1[C:16]([O:17][CH3:18])=[CH:15][C:14]([C:19](=[O:26])[CH2:20][C:21]([O:23][CH2:24][CH3:25])=[O:22])=[C:13](/[N:27]=[N:28]/N2CCCC2)[CH:12]=1, predict the reaction product. The product is: [CH3:18][O:17][C:16]1[CH:15]=[C:14]2[C:13](=[CH:12][C:11]=1[O:10][CH3:9])[NH:27][N:28]=[C:20]([C:21]([O:23][CH2:24][CH3:25])=[O:22])[C:19]2=[O:26]. (6) Given the reactants [CH3:1][O:2][C:3]1[C:8]([CH:9]([OH:18])[C:10]#[C:11][C:12]2[CH:17]=[CH:16][CH:15]=[CH:14][CH:13]=2)=[CH:7][CH:6]=C(OC)N=1.[CH3:21][O:22][C:23]1C(OC)=C(C=O)C=C[N:24]=1, predict the reaction product. The product is: [CH3:21][O:22][C:23]1[C:3]([O:2][CH3:1])=[C:8]([CH:9]([OH:18])[C:10]#[C:11][C:12]2[CH:13]=[CH:14][CH:15]=[CH:16][CH:17]=2)[CH:7]=[CH:6][N:24]=1. (7) Given the reactants [C:1](Cl)(=[O:9])[O:2][C:3]1[CH:8]=[CH:7][CH:6]=[CH:5][CH:4]=1.N1C=CC=CC=1.[N:17]1[CH:22]=[CH:21][CH:20]=[C:19]([NH2:23])[CH:18]=1, predict the reaction product. The product is: [N:17]1[CH:22]=[CH:21][CH:20]=[C:19]([NH:23][C:1](=[O:9])[O:2][C:3]2[CH:8]=[CH:7][CH:6]=[CH:5][CH:4]=2)[CH:18]=1. (8) Given the reactants [Cl:1][C:2]1[CH:7]=[CH:6][CH:5]=[C:4]([Cl:8])[C:3]=1[NH:9][C:10]1[N:14]([CH3:15])[C:13]2[CH:16]=[CH:17][C:18]([C:20]([OH:22])=[O:21])=[CH:19][C:12]=2[N:11]=1.CN(C(O[N:31]1[N:39]=[N:38][C:33]2[CH:34]=[CH:35][CH:36]=[CH:37][C:32]1=2)=[N+](C)C)C.F[P-](F)(F)(F)(F)F, predict the reaction product. The product is: [N:38]1([O:21][C:20]([C:18]2[CH:17]=[CH:16][C:13]3[N:14]([CH3:15])[C:10]([NH:9][C:3]4[C:4]([Cl:8])=[CH:5][CH:6]=[CH:7][C:2]=4[Cl:1])=[N:11][C:12]=3[CH:19]=2)=[O:22])[C:33]2[CH:34]=[CH:35][CH:36]=[CH:37][C:32]=2[N:31]=[N:39]1.